This data is from Forward reaction prediction with 1.9M reactions from USPTO patents (1976-2016). The task is: Predict the product of the given reaction. (1) Given the reactants [S:1]1[CH:5]=[C:4]([C:6]([OH:8])=O)[C:3]2[CH:9]=[CH:10][CH:11]=[CH:12][C:2]1=2.CN(C(ON1N=NC2C=CC=CC1=2)=[N+](C)C)C.F[P-](F)(F)(F)(F)F.CCN(C(C)C)C(C)C.[CH2:46]([O:48][C:49]([C:51]1([NH2:60])[CH2:59][C:58]2[C:53](=[CH:54][CH:55]=[CH:56][CH:57]=2)[CH2:52]1)=[O:50])[CH3:47], predict the reaction product. The product is: [CH2:46]([O:48][C:49]([C:51]1([NH:60][C:6]([C:4]2[C:3]3[CH:9]=[CH:10][CH:11]=[CH:12][C:2]=3[S:1][CH:5]=2)=[O:8])[CH2:59][C:58]2[C:53](=[CH:54][CH:55]=[CH:56][CH:57]=2)[CH2:52]1)=[O:50])[CH3:47]. (2) Given the reactants N#N.[N+:3]([C:5](=[C:11]([CH3:13])[CH3:12])[C:6]([O:8][CH2:9][CH3:10])=[O:7])#[C-:4].[CH3:14][O:15][C:16]1[CH:21]=[CH:20][C:19]([Mg]Br)=[CH:18][CH:17]=1.C(O)(=O)C, predict the reaction product. The product is: [N+:3]([CH:5]([C:11]([C:19]1[CH:20]=[CH:21][C:16]([O:15][CH3:14])=[CH:17][CH:18]=1)([CH3:12])[CH3:13])[C:6]([O:8][CH2:9][CH3:10])=[O:7])#[C-:4]. (3) The product is: [C:25]([C:27]1[C:28]([O:43][CH2:44][CH2:45][O:46][CH3:47])=[CH:29][C:30]([NH:33][C:34]([N:7]2[C:6]3[C:11](=[CH:12][C:13]([CH2:14][N:15]4[CH2:20][CH2:19][N:18]([CH3:21])[CH2:17][C:16]4=[O:22])=[C:4]([CH:3]([O:23][CH3:24])[O:2][CH3:1])[N:5]=3)[CH2:10][CH2:9][CH2:8]2)=[O:35])=[N:31][CH:32]=1)#[N:26]. Given the reactants [CH3:1][O:2][CH:3]([O:23][CH3:24])[C:4]1[C:13]([CH2:14][N:15]2[CH2:20][CH2:19][N:18]([CH3:21])[CH2:17][C:16]2=[O:22])=[CH:12][C:11]2[CH2:10][CH2:9][CH2:8][NH:7][C:6]=2[N:5]=1.[C:25]([C:27]1[C:28]([O:43][CH2:44][CH2:45][O:46][CH3:47])=[CH:29][C:30]([NH:33][C:34](=O)[O:35]C2C=CC=CC=2)=[N:31][CH:32]=1)#[N:26], predict the reaction product. (4) Given the reactants [Cl:1][C:2]1[CH:3]=[C:4]([C:21]2[C:22]([C:27](O)=[O:28])=[CH:23][CH:24]=[CH:25][CH:26]=2)[CH:5]=[CH:6][C:7]=1[CH2:8][CH:9]1[CH2:13][CH2:12][N:11]([CH:14]2[CH2:19][CH2:18][CH2:17][CH2:16][CH2:15]2)[C:10]1=[O:20].CCN=C=NCCCN(C)C.C1C=CC2N(O)N=NC=2C=1.C(N(CC)CC)C.[CH3:58][N:59]1[CH2:64][CH2:63][NH:62][CH2:61][CH2:60]1, predict the reaction product. The product is: [ClH:1].[Cl:1][C:2]1[CH:3]=[C:4]([C:21]2[CH:26]=[CH:25][CH:24]=[CH:23][C:22]=2[C:27]([N:62]2[CH2:63][CH2:64][N:59]([CH3:58])[CH2:60][CH2:61]2)=[O:28])[CH:5]=[CH:6][C:7]=1[CH2:8][CH:9]1[CH2:13][CH2:12][N:11]([CH:14]2[CH2:15][CH2:16][CH2:17][CH2:18][CH2:19]2)[C:10]1=[O:20]. (5) Given the reactants [CH2:1]([O:8][C:9]([NH:11][C:12]([N:14]1[CH2:18][CH2:17][CH:16]([CH2:19]OS(C)(=O)=O)[CH2:15]1)=[NH:13])=[O:10])[C:2]1[CH:7]=[CH:6][CH:5]=[CH:4][CH:3]=1.[N-:25]=[N+:26]=[N-:27].[Na+].O, predict the reaction product. The product is: [CH2:1]([O:8][C:9]([NH:11][C:12]([N:14]1[CH2:18][CH2:17][CH:16]([CH2:19][N:25]=[N+:26]=[N-:27])[CH2:15]1)=[NH:13])=[O:10])[C:2]1[CH:7]=[CH:6][CH:5]=[CH:4][CH:3]=1. (6) Given the reactants [Cl:1][C:2]1[CH:42]=[CH:41][C:5]([CH2:6][N:7]2[C:15]3[C:14](=[O:16])[N:13](CC4C=CC(OC)=CC=4)[C:12](=[O:26])[N:11]([CH3:27])[C:10]=3[N:9]=[C:8]2[CH2:28][C:29]2[CH:34]=[C:33]([O:35][C:36]([F:39])([F:38])[F:37])[CH:32]=[CH:31][C:30]=2[F:40])=[CH:4][CH:3]=1.C(O)(C(F)(F)F)=O.FC(F)(F)S(O)(=O)=O, predict the reaction product. The product is: [Cl:1][C:2]1[CH:3]=[CH:4][C:5]([CH2:6][N:7]2[C:15]3[C:14](=[O:16])[NH:13][C:12](=[O:26])[N:11]([CH3:27])[C:10]=3[N:9]=[C:8]2[CH2:28][C:29]2[CH:34]=[C:33]([O:35][C:36]([F:38])([F:37])[F:39])[CH:32]=[CH:31][C:30]=2[F:40])=[CH:41][CH:42]=1. (7) Given the reactants C[Si](OS(C(F)(F)F)(=O)=O)(C)C.[CH2:13]([O:15][P:16]([O-:20])[O:17][CH2:18][CH3:19])[CH3:14].[C:21]1(=[O:27])[CH2:26][CH2:25][CH2:24][CH:23]=[CH:22]1.Cl, predict the reaction product. The product is: [CH2:13]([O:15][P:16]([CH:23]1[CH2:24][CH2:25][CH2:26][C:21](=[O:27])[CH2:22]1)(=[O:20])[O:17][CH2:18][CH3:19])[CH3:14]. (8) Given the reactants C([Li])CCC.Br[C:7]1[CH:12]=[CH:11][CH:10]=[CH:9][C:8]=1[S:13][CH:14]1[CH2:17][CH2:16][CH2:15]1.CN([CH:21]=[O:22])C.O, predict the reaction product. The product is: [CH:14]1([S:13][C:8]2[CH:9]=[CH:10][CH:11]=[CH:12][C:7]=2[CH:21]=[O:22])[CH2:17][CH2:16][CH2:15]1. (9) Given the reactants [CH:1]([S:4]([C:7]1[CH:12]=[CH:11][C:10]([C:13]2[N:14]=[C:15]3[C:21]([N:22]4[CH2:30][C:29]5[C:28]([C:31]#[N:32])=[CH:27][CH:26]=[CH:25][C:24]=5[C:23]4=[O:33])=[CH:20][N:19](C(C4C=CC=CC=4)(C4C=CC=CC=4)C4C=CC=CC=4)[C:16]3=[N:17][CH:18]=2)=[CH:9][CH:8]=1)(=[O:6])=[O:5])([CH3:3])[CH3:2].CO.[BH4-].[Na+], predict the reaction product. The product is: [NH2:32][CH2:31][C:28]1[CH:27]=[CH:26][CH:25]=[C:24]2[C:29]=1[CH2:30][N:22]([C:21]1[C:15]3[C:16](=[N:17][CH:18]=[C:13]([C:10]4[CH:11]=[CH:12][C:7]([S:4]([CH:1]([CH3:3])[CH3:2])(=[O:6])=[O:5])=[CH:8][CH:9]=4)[N:14]=3)[NH:19][CH:20]=1)[C:23]2=[O:33].